This data is from Full USPTO retrosynthesis dataset with 1.9M reactions from patents (1976-2016). The task is: Predict the reactants needed to synthesize the given product. (1) Given the product [NH2:27][C:25]1[NH:24][N:23]=[C:12]([CH2:11][CH2:10][CH2:9][N:8]([C:5]2[CH:6]=[CH:7][C:2]([F:1])=[CH:3][CH:4]=2)[CH2:16][CH2:17][OH:18])[N:26]=1, predict the reactants needed to synthesize it. The reactants are: [F:1][C:2]1[CH:7]=[CH:6][C:5]([N:8]([CH2:16][CH2:17][OH:18])[CH2:9][CH2:10][CH2:11][C:12](OC)=O)=[CH:4][CH:3]=1.C(=O)(O)O.[NH2:23][NH:24][C:25]([NH2:27])=[NH:26].N1C=CC=CC=1. (2) Given the product [CH2:25]([C:27]1[CH:35]=[CH:34][C:30]([C:31]([NH:59][CH2:58][CH2:57][O:56][CH3:55])=[O:33])=[CH:29][C:28]=1[N:36]([CH3:47])[C:37]1[N:42]=[CH:41][C:40]2[N:43]=[CH:44][N:45]([CH3:46])[C:39]=2[CH:38]=1)[CH3:26], predict the reactants needed to synthesize it. The reactants are: F[P-](F)(F)(F)(F)F.N1(OC(N(C)C)=[N+](C)C)C2N=CC=CC=2N=N1.[CH2:25]([C:27]1[CH:35]=[CH:34][C:30]([C:31]([OH:33])=O)=[CH:29][C:28]=1[N:36]([CH3:47])[C:37]1[N:42]=[CH:41][C:40]2[N:43]=[CH:44][N:45]([CH3:46])[C:39]=2[CH:38]=1)[CH3:26].C(N(CC)CC)C.[CH3:55][O:56][CH2:57][CH2:58][NH2:59]. (3) Given the product [CH2:26]([N:3]([CH2:1][CH3:2])[C:4](=[O:25])[C:5]1[CH:10]=[CH:9][C:8]([CH2:11][N:12]2[C:20]3[CH2:19][CH2:18][N:17]([CH3:28])[CH2:16][C:15]=3[C:14]([C:21]([F:24])([F:23])[F:22])=[N:13]2)=[CH:7][CH:6]=1)[CH3:27], predict the reactants needed to synthesize it. The reactants are: [CH2:1]([N:3]([CH2:26][CH3:27])[C:4](=[O:25])[C:5]1[CH:10]=[CH:9][C:8]([CH2:11][N:12]2[C:20]3[CH2:19][CH2:18][NH:17][CH2:16][C:15]=3[C:14]([C:21]([F:24])([F:23])[F:22])=[N:13]2)=[CH:7][CH:6]=1)[CH3:2].[CH2:28]=O. (4) Given the product [CH2:1]([O:8][C:9]([N:11]1[CH2:15][C@H:14]([O:16][C:17]([CH3:18])([CH3:20])[CH3:19])[CH2:13][C@H:12]1[C:21](=[O:22])[NH:24][CH2:25][C:26](=[O:28])[CH3:27])=[O:10])[C:2]1[CH:3]=[CH:4][CH:5]=[CH:6][CH:7]=1, predict the reactants needed to synthesize it. The reactants are: [CH2:1]([O:8][C:9]([N:11]1[CH2:15][C@H:14]([O:16][C:17]([CH3:20])([CH3:19])[CH3:18])[CH2:13][C@H:12]1[C:21](O)=[O:22])=[O:10])[C:2]1[CH:7]=[CH:6][CH:5]=[CH:4][CH:3]=1.[NH2:24][CH2:25][C:26](=[O:28])[CH3:27].CCN=C=NCCCN(C)C.Cl.C1C=CC2N(O)N=NC=2C=1.C(N(CC)CC)C.